The task is: Predict the reaction yield, written as a fraction of the theoretical maximum amount of product (1.0 means a 100% yield; for example, 0.34 means a 34% yield).. This data is from Reaction yield outcomes from USPTO patents with 853,638 reactions. The reactants are [CH3:1][C:2]1[NH:3][C:4](=O)[C:5]2[N:11]=[C:10]([C:12]3[CH:17]=[CH:16][C:15]([O:18][CH3:19])=[C:14]([O:20][CH3:21])[CH:13]=3)[CH:9]=[CH:8][C:6]=2[N:7]=1.N1C(C)=CC=CC=1C.O=P(Cl)(Cl)[Cl:33]. The catalyst is C1(C)C=CC=CC=1.C(OCC)(=O)C. The product is [CH3:1][C:2]1[N:3]=[C:4]([Cl:33])[C:5]2[N:11]=[C:10]([C:12]3[CH:17]=[CH:16][C:15]([O:18][CH3:19])=[C:14]([O:20][CH3:21])[CH:13]=3)[CH:9]=[CH:8][C:6]=2[N:7]=1. The yield is 0.750.